Predict the reactants needed to synthesize the given product. From a dataset of Full USPTO retrosynthesis dataset with 1.9M reactions from patents (1976-2016). (1) The reactants are: [F:1][C:2]([F:7])([F:6])[C:3]([OH:5])=[O:4].[NH2:8][C@H:9]([C:14]([N:16]1[CH2:43][CH2:42][CH2:41][C@H:17]1[C:18]([NH:20][CH2:21][CH2:22][CH2:23][NH:24][C:25]1[C:38]2[C:37](=[O:39])[C:36]3[C:31](=[CH:32][CH:33]=[CH:34][CH:35]=3)[C:30](=[O:40])[C:29]=2[CH:28]=[CH:27][CH:26]=1)=[O:19])=[O:15])[CH2:10][CH:11]([CH3:13])[CH3:12].[CH2:44]([N:46](CC)CC)[CH3:45]. Given the product [F:1][C:2]([F:7])([F:6])[C:3]([OH:5])=[O:4].[NH2:46][CH2:44][C:45]([NH:8][C@H:9]([C:14]([N:16]1[CH2:43][CH2:42][CH2:41][C@H:17]1[C:18]([NH:20][CH2:21][CH2:22][CH2:23][NH:24][C:25]1[C:38]2[C:37](=[O:39])[C:36]3[C:31](=[CH:32][CH:33]=[CH:34][CH:35]=3)[C:30](=[O:40])[C:29]=2[CH:28]=[CH:27][CH:26]=1)=[O:19])=[O:15])[CH2:10][CH:11]([CH3:12])[CH3:13])=[O:4], predict the reactants needed to synthesize it. (2) Given the product [Cl:1][C:2]1[CH:3]=[C:4]2[C:12](=[C:13]([NH:17][C:25]([C:24]3[C:19]([CH3:18])=[N:20][CH:21]=[N:22][CH:23]=3)=[O:26])[C:14]=1[O:15][CH3:16])[NH:11][C:10]1[CH:9]=[N:8][CH:7]=[CH:6][C:5]2=1, predict the reactants needed to synthesize it. The reactants are: [Cl:1][C:2]1[CH:3]=[C:4]2[C:12](=[C:13]([NH2:17])[C:14]=1[O:15][CH3:16])[NH:11][C:10]1[CH:9]=[N:8][CH:7]=[CH:6][C:5]2=1.[CH3:18][C:19]1[C:24]([C:25](O)=[O:26])=[CH:23][N:22]=[CH:21][N:20]=1. (3) Given the product [NH:8]1[CH2:12][CH2:11][C:10]2([C:16]3[CH:17]=[CH:18][CH:19]=[CH:20][C:15]=3[CH2:14][O:13]2)[CH2:9]1, predict the reactants needed to synthesize it. The reactants are: C([N:8]1[CH2:12][CH2:11][C:10]2([C:16]3[CH:17]=[CH:18][CH:19]=[CH:20][C:15]=3[CH2:14][O:13]2)[CH2:9]1)C1C=CC=CC=1. (4) Given the product [CH3:19][O:20][C:21]1[CH:28]=[CH:27][C:24]([CH2:25][NH:26][C:2]2[N:7]=[C:6]([O:8][C:9]3[CH:14]=[CH:13][C:12]([N+:15]([O-:17])=[O:16])=[CH:11][C:10]=3[F:18])[CH:5]=[CH:4][N:3]=2)=[CH:23][CH:22]=1, predict the reactants needed to synthesize it. The reactants are: Cl[C:2]1[N:7]=[C:6]([O:8][C:9]2[CH:14]=[CH:13][C:12]([N+:15]([O-:17])=[O:16])=[CH:11][C:10]=2[F:18])[CH:5]=[CH:4][N:3]=1.[CH3:19][O:20][C:21]1[CH:28]=[CH:27][C:24]([CH2:25][NH2:26])=[CH:23][CH:22]=1.C([O-])([O-])=O.[K+].[K+].CN(C=O)C. (5) Given the product [C:26]([Si:23]([CH3:24])([CH3:25])[O:22][CH2:21][C:20]([N:12]1[C:13]2[C:18]([F:19])=[CH:17][N:16]=[CH:15][C:14]=2[C:10]([C:8]([C:4]2[CH:3]=[C:2]([NH:1][C:40](=[O:41])[CH2:39][C:36]3[CH:37]=[CH:38][C:33]([Cl:32])=[CH:34][CH:35]=3)[CH:7]=[N:6][CH:5]=2)=[O:9])=[CH:11]1)([CH3:31])[CH3:30])([CH3:29])([CH3:28])[CH3:27], predict the reactants needed to synthesize it. The reactants are: [NH2:1][C:2]1[CH:3]=[C:4]([C:8]([C:10]2[C:14]3[CH:15]=[N:16][CH:17]=[C:18]([F:19])[C:13]=3[N:12]([C:20]([CH3:31])([CH3:30])[CH2:21][O:22][Si:23]([C:26]([CH3:29])([CH3:28])[CH3:27])([CH3:25])[CH3:24])[CH:11]=2)=[O:9])[CH:5]=[N:6][CH:7]=1.[Cl:32][C:33]1[CH:38]=[CH:37][C:36]([CH2:39][C:40](O)=[O:41])=[CH:35][CH:34]=1.CCN(C(C)C)C(C)C.C(P1(=O)OP(CCC)(=O)OP(CCC)(=O)O1)CC.